This data is from Full USPTO retrosynthesis dataset with 1.9M reactions from patents (1976-2016). The task is: Predict the reactants needed to synthesize the given product. (1) Given the product [Br:20][C:21]1[CH:22]=[C:23]([CH:25]=[CH:26][CH:27]=1)[NH:24][C:2]1[C:7]([C:8]#[N:9])=[CH:6][N:5]=[C:4]2[C:10]3[CH:16]=[CH:15][CH:14]=[C:13]([N+:17]([O-:19])=[O:18])[C:11]=3[S:12][C:3]=12, predict the reactants needed to synthesize it. The reactants are: Cl[C:2]1[C:7]([C:8]#[N:9])=[CH:6][N:5]=[C:4]2[C:10]3[CH:16]=[CH:15][CH:14]=[C:13]([N+:17]([O-:19])=[O:18])[C:11]=3[S:12][C:3]=12.[Br:20][C:21]1[CH:22]=[C:23]([CH:25]=[CH:26][CH:27]=1)[NH2:24].Cl.N1C=CC=CC=1. (2) Given the product [ClH:20].[CH3:18][O:17][CH2:16][CH2:15][O:14][CH2:13][C:11]1[N:12]=[C:8]([NH2:7])[S:9][CH:10]=1, predict the reactants needed to synthesize it. The reactants are: C(OC(=O)[NH:7][C:8]1[S:9][CH:10]=[C:11]([CH2:13][O:14][CH2:15][CH2:16][O:17][CH3:18])[N:12]=1)(C)(C)C.[ClH:20].O1CCOCC1. (3) Given the product [NH2:6][CH2:15][CH2:16][S:17]([NH:20][C@H:21]1[CH2:26][CH2:25][CH2:24][N:23]([C:27]([O:29][CH2:30][C:31]2[CH:32]=[CH:33][CH:34]=[CH:35][CH:36]=2)=[O:28])[CH2:22]1)(=[O:18])=[O:19], predict the reactants needed to synthesize it. The reactants are: O.NN.O=C1C2C(=CC=CC=2)C(=O)[N:6]1[CH2:15][CH2:16][S:17]([NH:20][C@H:21]1[CH2:26][CH2:25][CH2:24][N:23]([C:27]([O:29][CH2:30][C:31]2[CH:36]=[CH:35][CH:34]=[CH:33][CH:32]=2)=[O:28])[CH2:22]1)(=[O:19])=[O:18]. (4) Given the product [ClH:1].[CH:2]1([NH:5][C:6](=[O:32])[C:7]2[CH:12]=[CH:11][C:10]([CH3:13])=[C:9]([N:14]3[C:23](=[O:24])[C:22]4[C:17](=[CH:18][CH:19]=[C:20]([N:25]5[CH2:26][CH2:27][N:28]([CH3:31])[CH2:29][CH2:30]5)[CH:21]=4)[N:16]=[CH:15]3)[CH:8]=2)[CH2:4][CH2:3]1, predict the reactants needed to synthesize it. The reactants are: [ClH:1].[CH:2]1([NH:5][C:6](=[O:32])[C:7]2[CH:12]=[CH:11][C:10]([CH3:13])=[C:9]([N:14]3[C:23](=[O:24])[C:22]4[C:17](=[CH:18][CH:19]=[C:20]([N:25]5[CH2:30][CH2:29][N:28]([CH3:31])[CH2:27][CH2:26]5)[CH:21]=4)[N:16]=[CH:15]3)[CH:8]=2)[CH2:4][CH2:3]1.